From a dataset of Reaction yield outcomes from USPTO patents with 853,638 reactions. Predict the reaction yield, written as a fraction of the theoretical maximum amount of product (1.0 means a 100% yield; for example, 0.34 means a 34% yield). (1) The reactants are [NH2:1][C:2]1[CH:3]=[C:4]([CH:21]=[CH:22][CH:23]=1)[O:5][C:6]1[CH:7]=[CH:8][C:9]2[N:10]([CH:12]=[C:13]([NH:15][C:16]([CH:18]3[CH2:20][CH2:19]3)=[O:17])[N:14]=2)[N:11]=1.[CH3:24][S:25]([C:28]1[S:32][C:31]([C:33](O)=[O:34])=[CH:30][CH:29]=1)(=[O:27])=[O:26].Cl.CN(C)CCCN=C=NCC.ON1C2C=CC=CC=2N=N1. The yield is 0.260. The product is [CH:18]1([C:16]([NH:15][C:13]2[N:14]=[C:9]3[CH:8]=[CH:7][C:6]([O:5][C:4]4[CH:3]=[C:2]([NH:1][C:33]([C:31]5[S:32][C:28]([S:25]([CH3:24])(=[O:27])=[O:26])=[CH:29][CH:30]=5)=[O:34])[CH:23]=[CH:22][CH:21]=4)=[N:11][N:10]3[CH:12]=2)=[O:17])[CH2:20][CH2:19]1. The catalyst is CN(C)C=O. (2) The reactants are [N:1]1([C:7]2[CH:14]=[CH:13][C:10]([CH:11]=O)=[C:9]([C:15]([F:18])([F:17])[F:16])[CH:8]=2)[CH2:6][CH2:5][O:4][CH2:3][CH2:2]1.[N:19]1([C:25]([O:27][C:28]([CH3:31])([CH3:30])[CH3:29])=[O:26])[CH2:24][CH2:23][NH:22][CH2:21][CH2:20]1.ClCCCl.C(O[BH-](OC(=O)C)OC(=O)C)(=O)C.[Na+]. The catalyst is O. The product is [N:1]1([C:7]2[CH:14]=[CH:13][C:10]([CH2:11][N:22]3[CH2:21][CH2:20][N:19]([C:25]([O:27][C:28]([CH3:31])([CH3:30])[CH3:29])=[O:26])[CH2:24][CH2:23]3)=[C:9]([C:15]([F:18])([F:17])[F:16])[CH:8]=2)[CH2:6][CH2:5][O:4][CH2:3][CH2:2]1. The yield is 0.970. (3) The reactants are NC1C=CC(P(=O)(OC(C)C)OC(C)C)=CC=1.[N+:18]([C:21]1[CH:22]=[C:23]([P:27](=[O:36])([O:32][CH:33]([CH3:35])[CH3:34])[O:28][CH:29]([CH3:31])[CH3:30])[CH:24]=[CH:25][CH:26]=1)([O-])=O. No catalyst specified. The product is [NH2:18][C:21]1[CH:22]=[C:23]([P:27](=[O:36])([O:28][CH:29]([CH3:31])[CH3:30])[O:32][CH:33]([CH3:35])[CH3:34])[CH:24]=[CH:25][CH:26]=1. The yield is 0.450.